This data is from Reaction yield outcomes from USPTO patents with 853,638 reactions. The task is: Predict the reaction yield, written as a fraction of the theoretical maximum amount of product (1.0 means a 100% yield; for example, 0.34 means a 34% yield). (1) The reactants are C(OC([NH:11][C@H:12]1[CH2:16][CH2:15][CH2:14][C@@H:13]1/[CH:17]=[CH:18]/[C@@H:19]1[N:24]([S:25]([C:28]2[CH:33]=[CH:32][CH:31]=[CH:30][CH:29]=2)(=[O:27])=[O:26])[CH2:23][CH2:22][N:21]([C:34]([O:36][C:37]([CH3:40])([CH3:39])[CH3:38])=[O:35])[CH2:20]1)=O)C1C=CC=CC=1.[H][H]. The catalyst is CO.[Pd]. The product is [NH2:11][C@H:12]1[CH2:16][CH2:15][CH2:14][C@@H:13]1[CH2:17][CH2:18][C@@H:19]1[N:24]([S:25]([C:28]2[CH:33]=[CH:32][CH:31]=[CH:30][CH:29]=2)(=[O:27])=[O:26])[CH2:23][CH2:22][N:21]([C:34]([O:36][C:37]([CH3:40])([CH3:39])[CH3:38])=[O:35])[CH2:20]1. The yield is 0.860. (2) The reactants are [Br:1][C:2]1[CH:3]=[C:4]([CH:6]=[CH:7][CH:8]=1)[NH2:5].Br[CH2:10][CH2:11][O:12][CH2:13][CH2:14]Br.C(N(C(C)C)CC)(C)C.O. The catalyst is CN(C=O)C. The product is [Br:1][C:2]1[CH:3]=[C:4]([N:5]2[CH2:14][CH2:13][O:12][CH2:11][CH2:10]2)[CH:6]=[CH:7][CH:8]=1. The yield is 0.430.